Dataset: Reaction yield outcomes from USPTO patents with 853,638 reactions. Task: Predict the reaction yield, written as a fraction of the theoretical maximum amount of product (1.0 means a 100% yield; for example, 0.34 means a 34% yield). (1) The reactants are [C:1]([NH2:9])(=[O:8])[C:2]1[CH:7]=[CH:6][CH:5]=[CH:4][CH:3]=1.C([O-])([O-])=O.[K+].[K+].[C@@H]1(N)CCCC[C@H]1N.Cl[C:25]1[CH:30]=[CH:29][C:28]([CH3:31])=[CH:27][CH:26]=1. The catalyst is [Cu]I. The product is [CH3:31][C:28]1[CH:29]=[CH:30][C:25]([NH:9][C:1](=[O:8])[C:2]2[CH:7]=[CH:6][CH:5]=[CH:4][CH:3]=2)=[CH:26][CH:27]=1. The yield is 0.950. (2) The reactants are Br[C:2]1[CH:3]=[C:4]2[C:8](=[CH:9][CH:10]=1)[N:7]([CH:11]1[CH2:16][CH2:15][CH2:14][CH2:13][O:12]1)[N:6]=[C:5]2[C:17]1[N:22]=[C:21]([O:23][C@H:24]2[CH2:31][N:30]([C:32]([O:34][C:35]([CH3:38])([CH3:37])[CH3:36])=[O:33])[CH2:29][CH2:28][C:25]32[CH2:27][CH2:26]3)[CH:20]=[N:19][CH:18]=1.[Cl-].[C:40]([O:44][C:45](=[O:48])[CH2:46][Zn+])([CH3:43])([CH3:42])[CH3:41].CCOCC.N#N. The catalyst is O1CCOCC1. The product is [C:40]([O:44][C:45](=[O:48])[CH2:46][C:2]1[CH:3]=[C:4]2[C:8](=[CH:9][CH:10]=1)[N:7]([CH:11]1[CH2:16][CH2:15][CH2:14][CH2:13][O:12]1)[N:6]=[C:5]2[C:17]1[N:22]=[C:21]([O:23][C@H:24]2[CH2:31][N:30]([C:32]([O:34][C:35]([CH3:37])([CH3:36])[CH3:38])=[O:33])[CH2:29][CH2:28][C:25]32[CH2:27][CH2:26]3)[CH:20]=[N:19][CH:18]=1)([CH3:43])([CH3:42])[CH3:41]. The yield is 0.618. (3) The reactants are [F:1][C:2]1[CH:46]=[CH:45][C:5]([O:6][CH:7]2[CH2:12][CH2:11][N:10]([C:13]([NH:15][CH:16]([C:28]([NH:30][C:31]3[CH:36]=[CH:35][CH:34]=[CH:33][C:32]=3[CH2:37][NH:38]C(=O)C(F)(F)F)=[O:29])[CH:17]([C:19]3[C:27]4[C:22](=[CH:23][CH:24]=[CH:25][CH:26]=4)[NH:21][CH:20]=3)[CH3:18])=[O:14])[CH2:9][CH2:8]2)=[CH:4][CH:3]=1.C(=O)([O-])[O-].[K+].[K+]. The catalyst is CO. The product is [NH2:38][CH2:37][C:32]1[CH:33]=[CH:34][CH:35]=[CH:36][C:31]=1[NH:30][C:28]([CH:16]([NH:15][C:13]([N:10]1[CH2:11][CH2:12][CH:7]([O:6][C:5]2[CH:4]=[CH:3][C:2]([F:1])=[CH:46][CH:45]=2)[CH2:8][CH2:9]1)=[O:14])[CH:17]([C:19]1[C:27]2[C:22](=[CH:23][CH:24]=[CH:25][CH:26]=2)[NH:21][CH:20]=1)[CH3:18])=[O:29]. The yield is 0.270. (4) The reactants are Br[C:2]1[CH:3]=[C:4]([S:8]([NH:11][C:12]2[CH:21]=[CH:20][C:15]([C:16]([O:18][CH3:19])=[O:17])=[C:14]([OH:22])[CH:13]=2)(=[O:10])=[O:9])[CH:5]=[CH:6][CH:7]=1.[O:23]1[C:27]2[CH:28]=[CH:29][CH:30]=[CH:31][C:26]=2[CH:25]=[C:24]1B(O)O. No catalyst specified. The product is [O:23]1[C:27]2[CH:28]=[CH:29][CH:30]=[CH:31][C:26]=2[CH:25]=[C:24]1[C:2]1[CH:3]=[C:4]([S:8]([NH:11][C:12]2[CH:21]=[CH:20][C:15]([C:16]([O:18][CH3:19])=[O:17])=[C:14]([OH:22])[CH:13]=2)(=[O:10])=[O:9])[CH:5]=[CH:6][CH:7]=1. The yield is 0.720. (5) The reactants are [CH2:1]([N:4]1[C:9]([CH3:10])=[CH:8][C:7]([OH:11])=[CH:6][C:5]1=[O:12])[CH:2]=[CH2:3].C1C(=O)N(Br)C(=O)C1.[Cl:21]C(Cl)C(O)=O. The catalyst is CC#N. The product is [CH2:1]([N:4]1[C:9]([CH3:10])=[CH:8][C:7]([OH:11])=[C:6]([Cl:21])[C:5]1=[O:12])[CH:2]=[CH2:3]. The yield is 0.590. (6) The catalyst is CN(C1C=CN=CC=1)C.C(Cl)Cl. The yield is 0.300. The product is [CH:1]1([C@@H:7]([NH:9][C:10]([C:12]2[C:21]3[C:16](=[CH:17][CH:18]=[CH:19][CH:20]=3)[N:15]=[C:14]([C:22]3[CH:23]=[CH:24][CH:25]=[CH:26][CH:27]=3)[C:13]=2[CH2:28][N:29]2[CH2:34][CH2:33][N:32]([C:45](=[O:46])[CH2:44][CH2:43][NH2:42])[CH2:31][CH2:30]2)=[O:11])[CH3:8])[CH2:6][CH2:5][CH2:4][CH2:3][CH2:2]1. The reactants are [CH:1]1([C@@H:7]([NH:9][C:10]([C:12]2[C:21]3[C:16](=[CH:17][CH:18]=[CH:19][CH:20]=3)[N:15]=[C:14]([C:22]3[CH:27]=[CH:26][CH:25]=[CH:24][CH:23]=3)[C:13]=2[CH2:28][N:29]2[CH2:34][CH2:33][NH:32][CH2:31][CH2:30]2)=[O:11])[CH3:8])[CH2:6][CH2:5][CH2:4][CH2:3][CH2:2]1.C(OC([NH:42][CH2:43][CH2:44][C:45](O)=[O:46])=O)(C)(C)C.C1CCC(N=C=NC2CCCCC2)CC1. (7) The reactants are [Cl:1][C:2]1[CH:15]=[CH:14][C:13]([N+:16]([O-:18])=[O:17])=[CH:12][C:3]=1[N:4]=[C:5]1[NH:11][CH2:10][CH2:9][CH2:8][CH2:7][NH:6]1.CC(C)([O-])C.[K+]. No catalyst specified. The product is [Cl:1][C:2]1[C:3]2[N:4]=[C:5]3[NH:6][CH2:7][CH2:8][CH2:9][CH2:10][N:11]3[C:12]=2[C:13]([N+:16]([O-:18])=[O:17])=[CH:14][CH:15]=1. The yield is 0.680. (8) The reactants are [C:1]([CH:5]1[CH2:10][CH2:9][N:8]([CH2:11][C:12]2[CH:17]=[CH:16][C:15]([C@H:18]([NH:23][S:24]([CH3:27])(=[O:26])=[O:25])[C:19]([F:22])([F:21])[F:20])=[CH:14][CH:13]=2)[CH2:7][CH2:6]1)([CH3:4])([CH3:3])[CH3:2].[P:28]([O-:32])([O-:31])([O-:30])=[O:29].P(=O)(O)(O)O. The catalyst is C(O)(C)C. The product is [P:28](=[O:29])([OH:32])([OH:31])[OH:30].[C:1]([CH:5]1[CH2:6][CH2:7][N:8]([CH2:11][C:12]2[CH:17]=[CH:16][C:15]([C@H:18]([NH:23][S:24]([CH3:27])(=[O:26])=[O:25])[C:19]([F:22])([F:21])[F:20])=[CH:14][CH:13]=2)[CH2:9][CH2:10]1)([CH3:4])([CH3:2])[CH3:3]. The yield is 0.892.